Dataset: Forward reaction prediction with 1.9M reactions from USPTO patents (1976-2016). Task: Predict the product of the given reaction. (1) The product is: [CH3:20][O:21][C:22]1[CH:23]=[C:24]([NH:34][C:35]2[S:36][C:2]([CH2:3][C:4]3[CH:9]=[CH:8][CH:7]=[C:6]([O:10][C:11]([F:16])([F:15])[CH:12]([F:14])[F:13])[CH:5]=3)=[C:17]([CH3:18])[N:37]=2)[CH:25]=[CH:26][C:27]=1[N:28]1[CH:32]=[C:31]([CH3:33])[N:30]=[CH:29]1. Given the reactants Cl[CH:2]([C:17](=O)[CH3:18])[CH2:3][C:4]1[CH:9]=[CH:8][CH:7]=[C:6]([O:10][C:11]([F:16])([F:15])[CH:12]([F:14])[F:13])[CH:5]=1.[CH3:20][O:21][C:22]1[CH:23]=[C:24]([NH:34][C:35]([NH2:37])=[S:36])[CH:25]=[CH:26][C:27]=1[N:28]1[CH:32]=[C:31]([CH3:33])[N:30]=[CH:29]1, predict the reaction product. (2) The product is: [OH:24][CH:21]1[CH2:22][CH2:23][N:18]([C:3]2[N:4]=[C:5]([CH2:12][C:13]3[CH:17]=[CH:16][S:15][CH:14]=3)[NH:6][C:7](=[O:11])[C:8]=2[C:9]#[N:10])[CH2:19][CH2:20]1. Given the reactants CS[C:3]1[N:4]=[C:5]([CH2:12][C:13]2[CH:17]=[CH:16][S:15][CH:14]=2)[NH:6][C:7](=[O:11])[C:8]=1[C:9]#[N:10].[NH:18]1[CH2:23][CH2:22][CH:21]([OH:24])[CH2:20][CH2:19]1, predict the reaction product.